Dataset: Peptide-MHC class I binding affinity with 185,985 pairs from IEDB/IMGT. Task: Regression. Given a peptide amino acid sequence and an MHC pseudo amino acid sequence, predict their binding affinity value. This is MHC class I binding data. The binding affinity (normalized) is 0.674. The peptide sequence is AVVSLLRLLK. The MHC is HLA-A11:01 with pseudo-sequence HLA-A11:01.